From a dataset of Catalyst prediction with 721,799 reactions and 888 catalyst types from USPTO. Predict which catalyst facilitates the given reaction. (1) Reactant: [N:1]1([C:5]([C:7]2[CH:12]=[CH:11][C:10]([O:13][C:14]3[CH:15]=[C:16]([CH:26]=[C:27]([O:29][CH:30]4[CH2:34][CH2:33][CH2:32][CH2:31]4)[CH:28]=3)[C:17]([NH:19][C:20]3[CH:24]=[CH:23][N:22]([CH3:25])[N:21]=3)=[O:18])=[C:9](Cl)[CH:8]=2)=[O:6])[CH2:4][CH2:3][CH2:2]1. Product: [N:1]1([C:5]([C:7]2[CH:12]=[CH:11][C:10]([O:13][C:14]3[CH:15]=[C:16]([CH:26]=[C:27]([O:29][CH:30]4[CH2:34][CH2:33][CH2:32][CH2:31]4)[CH:28]=3)[C:17]([NH:19][C:20]3[CH:24]=[CH:23][N:22]([CH3:25])[N:21]=3)=[O:18])=[CH:9][CH:8]=2)=[O:6])[CH2:4][CH2:3][CH2:2]1. The catalyst class is: 29. (2) Reactant: C([O:5][C:6](=[O:27])[C:7]1[CH:12]=[CH:11][C:10]([CH2:13][N:14]([C:17]([C:19]2[CH2:20][N:21]([CH3:26])[C:22](=[O:25])[C:23]=2[OH:24])=[O:18])[O:15][CH3:16])=[CH:9][CH:8]=1)(C)(C)C.FC(F)(F)C(O)=O. Product: [OH:24][C:23]1[C:22](=[O:25])[N:21]([CH3:26])[CH2:20][C:19]=1[C:17]([N:14]([CH2:13][C:10]1[CH:9]=[CH:8][C:7]([C:6]([OH:27])=[O:5])=[CH:12][CH:11]=1)[O:15][CH3:16])=[O:18]. The catalyst class is: 4.